This data is from Forward reaction prediction with 1.9M reactions from USPTO patents (1976-2016). The task is: Predict the product of the given reaction. (1) Given the reactants [N+:1]([C:4]1[CH:15]=[CH:14][C:7]2[CH2:8][CH2:9][CH2:10][C:11](=[O:13])[NH:12][C:6]=2[CH:5]=1)([O-:3])=[O:2].C(=O)([O-])[O-].[Cs+].[Cs+].Br[CH2:23][CH2:24][O:25][CH3:26], predict the reaction product. The product is: [CH3:26][O:25][CH2:24][CH2:23][N:12]1[C:11](=[O:13])[CH2:10][CH2:9][CH2:8][C:7]2[CH:14]=[CH:15][C:4]([N+:1]([O-:3])=[O:2])=[CH:5][C:6]1=2. (2) Given the reactants C[Si]([N-][Si](C)(C)C)(C)C.[Li+].[O:11]1[CH2:16][CH2:15][C:14](=[O:17])[CH2:13][CH2:12]1.N1([C:23](=[O:31])[CH2:24][CH2:25][CH:26]2[CH2:30][CH2:29][CH2:28][O:27]2)C=CN=C1.C(O)(=O)C, predict the reaction product. The product is: [O:27]1[CH2:28][CH2:29][CH2:30][CH:26]1[CH2:25][CH2:24][C:23]([CH:13]1[C:14](=[O:17])[CH2:15][CH2:16][O:11][CH2:12]1)=[O:31]. (3) Given the reactants [Cl:1][C:2]1[CH:3]=[C:4]([N:8]2[C:12]([C:13]3[CH:18]=[CH:17][CH:16]=[C:15]([O:19][CH2:20][CH2:21][O:22][CH3:23])[CH:14]=3)=[CH:11][C:10]([C:24](O)=[O:25])=[N:9]2)[CH:5]=[CH:6][CH:7]=1.ClC1C=C(N2C(C3C=CC=C(OCCO)C=3)=CC(C([N:51]3[CH2:55][C:54](=[O:56])[NH:53][CH2:52]3)=O)=N2)C=CC=1, predict the reaction product. The product is: [Cl:1][C:2]1[CH:3]=[C:4]([N:8]2[C:12]([C:13]3[CH:18]=[CH:17][CH:16]=[C:15]([O:19][CH2:20][CH2:21][O:22][CH3:23])[CH:14]=3)=[CH:11][C:10]([C:24]([N:51]3[CH2:55][C:54](=[O:56])[NH:53][CH2:52]3)=[O:25])=[N:9]2)[CH:5]=[CH:6][CH:7]=1. (4) Given the reactants Cl.[OH:2][NH2:3].CC([O-])=O.[Na+].[CH3:9][O:10][C:11]1[CH:12]=[C:13]([CH:16]=[CH:17][C:18]=1[O:19][CH3:20])[CH:14]=O, predict the reaction product. The product is: [CH3:9][O:10][C:11]1[CH:12]=[C:13]([CH:16]=[CH:17][C:18]=1[O:19][CH3:20])[CH:14]=[N:3][OH:2]. (5) Given the reactants [CH3:1][C:2]1[CH:10]=[CH:9][CH:8]=[C:7]([CH3:11])[C:3]=1[C:4](O)=[O:5].S(Cl)([Cl:14])=O, predict the reaction product. The product is: [CH3:1][C:2]1[CH:10]=[CH:9][CH:8]=[C:7]([CH3:11])[C:3]=1[C:4]([Cl:14])=[O:5]. (6) Given the reactants [Cl:1][CH:2]([Cl:24])[C:3]([NH:5][C@H:6]([C@H:12]([C:14]1[CH:19]=[CH:18][C:17]([S:20]([CH3:23])(=[O:22])=[O:21])=[CH:16][CH:15]=1)[OH:13])[C:7]([O:9][CH2:10][CH3:11])=[O:8])=O.S(Cl)(Cl)=O.C(N(CC)CC)C.O, predict the reaction product. The product is: [Cl:1][CH:2]([Cl:24])[C:3]1[O:13][C@H:12]([C:14]2[CH:19]=[CH:18][C:17]([S:20]([CH3:23])(=[O:22])=[O:21])=[CH:16][CH:15]=2)[C@H:6]([C:7]([O:9][CH2:10][CH3:11])=[O:8])[N:5]=1. (7) The product is: [NH2:10][C:8]1[N:7]([C:11]2[CH:12]=[C:13]([CH2:22][C:19]([NH2:21])=[O:20])[CH:14]=[CH:15][CH:16]=2)[N:6]=[C:5]([C:1]([CH3:2])([CH3:3])[CH3:4])[CH:9]=1. Given the reactants [C:1]([C:5]1[CH:9]=[C:8]([NH2:10])[N:7]([C:11]2[CH:16]=[CH:15][C:14](OC)=[CH:13][CH:12]=2)[N:6]=1)([CH3:4])([CH3:3])[CH3:2].[CH:19]([NH2:21])=[O:20].[CH3:22][O-].[Na+], predict the reaction product. (8) The product is: [CH3:1][O:2][C:3]1[CH:12]=[CH:11][CH:10]=[CH:9][C:4]=1[CH2:5][N:6]1[C:7](=[O:8])[N:19]2[CH:18]=[N:17][C:16]([C:20]([NH2:22])=[O:21])=[C:15]2[N:13]=[N:14]1. Given the reactants [CH3:1][O:2][C:3]1[CH:12]=[CH:11][CH:10]=[CH:9][C:4]=1[CH2:5][N:6]=[C:7]=[O:8].[N+:13](=[C:15]1[N:19]=[CH:18][N:17]=[C:16]1[C:20]([NH2:22])=[O:21])=[N-:14], predict the reaction product.